This data is from Forward reaction prediction with 1.9M reactions from USPTO patents (1976-2016). The task is: Predict the product of the given reaction. (1) Given the reactants [CH2:1]([O:8][C:9]([NH:11][CH:12]([CH2:17][C:18]12[CH2:25][CH2:24][CH:21]([CH2:22][CH2:23]1)[CH2:20][CH2:19]2)[C:13](OC)=[O:14])=[O:10])[C:2]1[CH:7]=[CH:6][CH:5]=[CH:4][CH:3]=1.[BH4-].[Na+].OS([O-])=O.[Na+], predict the reaction product. The product is: [C:18]12([CH2:17][CH:12]([NH:11][C:9](=[O:10])[O:8][CH2:1][C:2]3[CH:7]=[CH:6][CH:5]=[CH:4][CH:3]=3)[CH2:13][OH:14])[CH2:19][CH2:20][CH:21]([CH2:22][CH2:23]1)[CH2:24][CH2:25]2. (2) Given the reactants [Cl:1][C:2]1[C:24]([OH:25])=[CH:23][C:5]2[C:6]([C:9]([C:11]3[CH:16]=[C:15]([O:17][CH3:18])[C:14]([O:19][CH3:20])=[C:13]([O:21][CH3:22])[CH:12]=3)=[O:10])=[CH:7][O:8][C:4]=2[C:3]=1[Cl:26].[N+]([O-])(O)=[O:28].O.C(Cl)(Cl)Cl.CO, predict the reaction product. The product is: [Cl:1][C:2]1[C:24](=[O:25])[C:23](=[O:28])[C:5]2[C:6]([C:9](=[O:10])[C:11]3[CH:16]=[C:15]([O:17][CH3:18])[C:14]([O:19][CH3:20])=[C:13]([O:21][CH3:22])[CH:12]=3)=[CH:7][O:8][C:4]=2[C:3]=1[Cl:26]. (3) Given the reactants [O:1]1[CH2:3][CH:2]1[C:4]1[CH:9]=[CH:8][C:7]([C:10]2[N:14]=[C:13]([C:15]3[O:19][N:18]=[C:17]([C:20]4[CH:25]=[CH:24][CH:23]=[CH:22][CH:21]=4)[C:16]=3[C:26]([F:29])([F:28])[F:27])[O:12][N:11]=2)=[CH:6][CH:5]=1.C[Si](C)(C)[O:32][C:33]1([C:39]([O:41]C)=[O:40])[CH2:38][CH2:37][CH2:36][NH:35][CH2:34]1, predict the reaction product. The product is: [OH:32][C:33]1([C:39]([OH:41])=[O:40])[CH2:38][CH2:37][CH2:36][N:35]([CH2:3][CH:2]([OH:1])[C:4]2[CH:9]=[CH:8][C:7]([C:10]3[N:14]=[C:13]([C:15]4[O:19][N:18]=[C:17]([C:20]5[CH:25]=[CH:24][CH:23]=[CH:22][CH:21]=5)[C:16]=4[C:26]([F:27])([F:28])[F:29])[O:12][N:11]=3)=[CH:6][CH:5]=2)[CH2:34]1. (4) The product is: [Si:1]([O:8][C@@H:9]([CH2:35][C@H:36]([OH:64])[C:37]#[C:38][C@H:39]([CH3:63])[C@H:40]([O:55][Si:56]([C:59]([CH3:60])([CH3:61])[CH3:62])([CH3:58])[CH3:57])[C@@H:41]([CH3:54])[CH2:42][C@@H:43]([CH3:53])[CH2:44][O:45][Si:46]([C:49]([CH3:50])([CH3:51])[CH3:52])([CH3:48])[CH3:47])[C@H:10]([CH3:34])/[CH:11]=[CH:12]/[CH2:13][O:14][C:15]([C:28]1[CH:33]=[CH:32][CH:31]=[CH:30][CH:29]=1)([C:22]1[CH:23]=[CH:24][CH:25]=[CH:26][CH:27]=1)[C:16]1[CH:17]=[CH:18][CH:19]=[CH:20][CH:21]=1)([C:4]([CH3:5])([CH3:6])[CH3:7])([CH3:3])[CH3:2]. Given the reactants [Si:1]([O:8][C@@H:9]([CH2:35][C:36](=[O:64])[C:37]#[C:38][C@H:39]([CH3:63])[C@H:40]([O:55][Si:56]([C:59]([CH3:62])([CH3:61])[CH3:60])([CH3:58])[CH3:57])[C@@H:41]([CH3:54])[CH2:42][C@@H:43]([CH3:53])[CH2:44][O:45][Si:46]([C:49]([CH3:52])([CH3:51])[CH3:50])([CH3:48])[CH3:47])[C@H:10]([CH3:34])/[CH:11]=[CH:12]/[CH2:13][O:14][C:15]([C:28]1[CH:33]=[CH:32][CH:31]=[CH:30][CH:29]=1)([C:22]1[CH:27]=[CH:26][CH:25]=[CH:24][CH:23]=1)[C:16]1[CH:21]=[CH:20][CH:19]=[CH:18][CH:17]=1)([C:4]([CH3:7])([CH3:6])[CH3:5])([CH3:3])[CH3:2], predict the reaction product. (5) Given the reactants CCCCCC.C([Li])CCC.Br[C:13]1[CH:18]=[CH:17][C:16]([CH:19]2[CH2:21][CH2:20]2)=[CH:15][CH:14]=1.[CH3:22][O:23][N:24]([CH3:31])[C:25](N(OC)C)=[O:26].[Cl-].[NH4+], predict the reaction product. The product is: [CH:19]1([C:16]2[CH:17]=[CH:18][C:13]([C:25]([N:24]([O:23][CH3:22])[CH3:31])=[O:26])=[CH:14][CH:15]=2)[CH2:21][CH2:20]1.